From a dataset of Forward reaction prediction with 1.9M reactions from USPTO patents (1976-2016). Predict the product of the given reaction. Given the reactants C([O:3][C:4](=O)[CH:5]=[C:6]([O:22][C:23]1[CH:28]=[CH:27][CH:26]=[CH:25][C:24]=1[Cl:29])[CH2:7][NH:8][CH:9]([C:18]([O:20][CH3:21])=[O:19])[CH2:10][CH:11]1[CH:15]2[CH2:16][CH2:17][CH:12]1[CH2:13][CH2:14]2)C, predict the reaction product. The product is: [CH3:21][O:20][C:18](=[O:19])[CH:9]([N:8]1[CH2:7][C:6]([O:22][C:23]2[CH:28]=[CH:27][CH:26]=[CH:25][C:24]=2[Cl:29])=[CH:5][C:4]1=[O:3])[CH2:10][CH:11]1[CH:12]2[CH2:13][CH2:14][CH:15]1[CH2:16][CH2:17]2.